From a dataset of Full USPTO retrosynthesis dataset with 1.9M reactions from patents (1976-2016). Predict the reactants needed to synthesize the given product. Given the product [CH2:1]([CH:8]1[O:12][C:11](=[O:13])[C:10]([CH:15]([C:28]2[NH:29][C:30]3[C:26]([C:27]=2[CH3:33])=[CH:25][C:24]([F:23])=[CH:32][CH:31]=3)[C:16]2[CH:21]=[CH:20][CH:19]=[CH:18][CH:17]=2)=[C:9]1[OH:14])[C:2]1[CH:3]=[CH:4][CH:5]=[CH:6][CH:7]=1, predict the reactants needed to synthesize it. The reactants are: [CH2:1]([CH:8]1[O:12][C:11](=[O:13])[CH:10]=[C:9]1[OH:14])[C:2]1[CH:7]=[CH:6][CH:5]=[CH:4][CH:3]=1.[CH:15](=O)[C:16]1[CH:21]=[CH:20][CH:19]=[CH:18][CH:17]=1.[F:23][C:24]1[CH:25]=[C:26]2[C:30](=[CH:31][CH:32]=1)[NH:29][CH:28]=[C:27]2[CH3:33].